Task: Predict the reactants needed to synthesize the given product.. Dataset: Full USPTO retrosynthesis dataset with 1.9M reactions from patents (1976-2016) (1) Given the product [CH2:1]([O:8][CH2:9][CH:10]1[O:20][CH2:14][CH2:13][N:12]([C:16]([CH3:17])([CH3:18])[CH3:19])[CH2:11]1)[C:2]1[CH:3]=[CH:4][CH:5]=[CH:6][CH:7]=1, predict the reactants needed to synthesize it. The reactants are: [CH2:1]([O:8][CH2:9][CH:10]([OH:20])[CH2:11][N:12]([C:16]([CH3:19])([CH3:18])[CH3:17])[CH2:13][CH2:14]O)[C:2]1[CH:7]=[CH:6][CH:5]=[CH:4][CH:3]=1.[H-].[Na+].C1(C)C=CC(S(C2NC=CN=2)(=O)=O)=CC=1. (2) Given the product [ClH:12].[Cl:26][C:21]1[CH:20]=[C:19]([N:17]2[CH:18]=[C:14]([CH2:13][N:1]3[C:5]4[CH2:6][CH2:7][CH2:8][CH2:9][C:4]=4[N:3]=[CH:2]3)[N:15]=[CH:16]2)[CH:24]=[CH:23][C:22]=1[Cl:25], predict the reactants needed to synthesize it. The reactants are: [N:1]1[C:5]2[CH2:6][CH2:7][CH2:8][CH2:9][C:4]=2[NH:3][CH:2]=1.[H-].[Na+].[Cl:12][CH2:13][C:14]1[N:15]=[CH:16][N:17]([C:19]2[CH:24]=[CH:23][C:22]([Cl:25])=[C:21]([Cl:26])[CH:20]=2)[CH:18]=1. (3) Given the product [Cl:1][C:2]1[C:11]([N+:14]([O-:16])=[O:15])=[CH:10][CH:9]=[C:8]2[C:3]=1[C:4](=[O:13])[NH:5][C:6](=[O:12])[NH:7]2, predict the reactants needed to synthesize it. The reactants are: [Cl:1][C:2]1[CH:11]=[CH:10][CH:9]=[C:8]2[C:3]=1[C:4](=[O:13])[NH:5][C:6](=[O:12])[NH:7]2.[N+:14]([O-])([OH:16])=[O:15].